Task: Predict which catalyst facilitates the given reaction.. Dataset: Catalyst prediction with 721,799 reactions and 888 catalyst types from USPTO (1) Reactant: Cl[C:2]1[CH:7]=[C:6]([C:8]2[S:9][CH:10]=[CH:11][N:12]=2)[N:5]=[C:4]([C:13]2[O:14][CH:15]=[CH:16][CH:17]=2)[N:3]=1.[NH2:18][CH2:19][CH:20]1[CH2:22][CH2:21]1.C(=O)([O-])[O-].[Cs+].[Cs+].O. Product: [CH:20]1([CH2:19][NH:18][C:2]2[CH:7]=[C:6]([C:8]3[S:9][CH:10]=[CH:11][N:12]=3)[N:5]=[C:4]([C:13]3[O:14][CH:15]=[CH:16][CH:17]=3)[N:3]=2)[CH2:22][CH2:21]1. The catalyst class is: 3. (2) Reactant: Cl[C:2]1[N:10]=[CH:9][N:8]=[C:7]2[C:3]=1[N:4]=[CH:5][NH:6]2.[C:11]([O:15][C:16]([N:18]1[CH2:23][CH2:22][CH:21]([NH2:24])[CH2:20][CH2:19]1)=[O:17])([CH3:14])([CH3:13])[CH3:12].C(N(C(C)C)C(C)C)C. Product: [C:11]([O:15][C:16]([N:18]1[CH2:23][CH2:22][CH:21]([NH:24][C:2]2[N:10]=[CH:9][N:8]=[C:7]3[C:3]=2[N:4]=[CH:5][NH:6]3)[CH2:20][CH2:19]1)=[O:17])([CH3:14])([CH3:12])[CH3:13]. The catalyst class is: 10. (3) Reactant: [CH2:1]([N:3]1[C:8]([CH3:9])=[CH:7][C:6](=[O:10])[N:5]([CH2:11][CH3:12])[C:4]1=[O:13])[CH3:2].[C:14](Cl)(=[O:21])[C:15]1[CH:20]=[CH:19][CH:18]=[CH:17][CH:16]=1.[Sn](Cl)(Cl)(Cl)Cl.ClC1C=CC=CC=1. Product: [C:14]([C:7]1[C:6](=[O:10])[N:5]([CH2:11][CH3:12])[C:4](=[O:13])[N:3]([CH2:1][CH3:2])[C:8]=1[CH3:9])(=[O:21])[C:15]1[CH:20]=[CH:19][CH:18]=[CH:17][CH:16]=1. The catalyst class is: 25. (4) Reactant: [NH2:1][C:2]1[CH:7]=[CH:6][C:5]([C:8]([OH:17])([C:13]([F:16])([F:15])[F:14])[C:9]([F:12])([F:11])[F:10])=[CH:4][CH:3]=1.[CH3:18]C(OC(/N=N/C(OC(C)C)=O)=O)C.C1C=CC(P(C2C=CC=CC=2)C2C=CC=CC=2)=CC=1.CO. Product: [F:16][C:13]([F:14])([F:15])[C:8]([C:5]1[CH:4]=[CH:3][C:2]([NH2:1])=[CH:7][CH:6]=1)([O:17][CH3:18])[C:9]([F:10])([F:11])[F:12]. The catalyst class is: 1. (5) Reactant: [C:1]([O:5][C:6](=[O:36])[CH2:7][CH:8]([O:29][Si:30]([CH2:34][CH3:35])([CH2:32][CH3:33])[CH3:31])[C:9]([CH3:28])([CH3:27])[C:10](=[O:26])[CH:11]([CH3:25])[CH:12]([OH:24])[CH:13]([CH3:23])[CH2:14][O:15][CH2:16][C:17]1[CH:22]=[CH:21][CH:20]=[CH:19][CH:18]=1)([CH3:4])([CH3:3])[CH3:2].N1C(C)=CC=CC=1C.[Si:45](OS(C(F)(F)F)(=O)=O)([C:48]([CH3:51])([CH3:50])[CH3:49])([CH3:47])[CH3:46]. Product: [C:1]([O:5][C:6](=[O:36])[CH2:7][CH:8]([O:29][Si:30]([CH2:34][CH3:35])([CH2:32][CH3:33])[CH3:31])[C:9]([CH3:27])([CH3:28])[C:10](=[O:26])[CH:11]([CH3:25])[CH:12]([O:24][Si:45]([C:48]([CH3:51])([CH3:50])[CH3:49])([CH3:47])[CH3:46])[CH:13]([CH3:23])[CH2:14][O:15][CH2:16][C:17]1[CH:18]=[CH:19][CH:20]=[CH:21][CH:22]=1)([CH3:4])([CH3:2])[CH3:3]. The catalyst class is: 326. (6) Reactant: B(Br)(Br)Br.C[O:6][C:7]1[CH:12]=[CH:11][CH:10]=[CH:9][C:8]=1[C:13]1[O:17][CH:16]=[N:15][CH:14]=1. Product: [O:17]1[C:13]([C:8]2[CH:9]=[CH:10][CH:11]=[CH:12][C:7]=2[OH:6])=[CH:14][N:15]=[CH:16]1. The catalyst class is: 4.